From a dataset of Forward reaction prediction with 1.9M reactions from USPTO patents (1976-2016). Predict the product of the given reaction. (1) Given the reactants [CH2:1]([S:3]([C:6]1[CH:7]=[C:8]([C:12]2[CH:20]=[C:19]([C:21]([NH:23][CH:24]3[CH2:29][CH2:28][N:27]([CH3:30])[CH2:26][CH2:25]3)=[O:22])[C:18]([CH3:31])=[C:17]3[C:13]=2[C:14]2[CH:35]=[C:34]([CH3:36])[CH:33]=[N:32][C:15]=2[NH:16]3)[CH:9]=[CH:10][CH:11]=1)(=[O:5])=[O:4])[CH3:2].[ClH:37], predict the reaction product. The product is: [CH2:1]([S:3]([C:6]1[CH:7]=[C:8]([C:12]2[CH:20]=[C:19]([C:21]([NH:23][CH:24]3[CH2:25][CH2:26][N:27]([CH3:30])[CH2:28][CH2:29]3)=[O:22])[C:18]([CH3:31])=[C:17]3[C:13]=2[C:14]2[CH:35]=[C:34]([CH3:36])[CH:33]=[N:32][C:15]=2[NH:16]3)[CH:9]=[CH:10][CH:11]=1)(=[O:4])=[O:5])[CH3:2].[ClH:37].[CH2:1]([S:3]([C:6]1[CH:7]=[C:8]([C:12]2[CH:20]=[C:19]([C:21]([NH:23][CH:24]3[CH2:25][CH2:26][N:27]([CH3:30])[CH2:28][CH2:29]3)=[O:22])[C:18]([CH3:31])=[C:17]3[C:13]=2[C:14]2[CH:35]=[C:34]([CH3:36])[CH:33]=[N:32][C:15]=2[NH:16]3)[CH:9]=[CH:10][CH:11]=1)(=[O:4])=[O:5])[CH3:2]. (2) Given the reactants [F:1][C:2]1[CH:3]=[C:4]([CH2:8][CH2:9][CH2:10][CH2:11][C:12]([O:14]CC)=[O:13])[CH:5]=[CH:6][CH:7]=1.[OH-].[Na+], predict the reaction product. The product is: [F:1][C:2]1[CH:3]=[C:4]([CH2:8][CH2:9][CH2:10][CH2:11][C:12]([OH:14])=[O:13])[CH:5]=[CH:6][CH:7]=1.